Task: Predict the reaction yield, written as a fraction of the theoretical maximum amount of product (1.0 means a 100% yield; for example, 0.34 means a 34% yield).. Dataset: Reaction yield outcomes from USPTO patents with 853,638 reactions The reactants are Cl[C:2]1[C:11]2[C:6](=[CH:7][C:8]([O:14][CH2:15][CH2:16][CH2:17][N:18]3[CH2:23][CH2:22][N:21]([CH3:24])[CH2:20][CH2:19]3)=[C:9]([O:12][CH3:13])[CH:10]=2)[N:5]=[CH:4][N:3]=1.[F:25][C:26]1[C:34]([OH:35])=[CH:33][CH:32]=[C:31]2[C:27]=1[CH:28]=[CH:29][NH:30]2.C(=O)([O-])[O-].[K+].[K+]. The catalyst is CN(C=O)C. The product is [F:25][C:26]1[C:34]([O:35][C:2]2[C:11]3[C:6](=[CH:7][C:8]([O:14][CH2:15][CH2:16][CH2:17][N:18]4[CH2:23][CH2:22][N:21]([CH3:24])[CH2:20][CH2:19]4)=[C:9]([O:12][CH3:13])[CH:10]=3)[N:5]=[CH:4][N:3]=2)=[CH:33][CH:32]=[C:31]2[C:27]=1[CH:28]=[CH:29][NH:30]2. The yield is 0.420.